This data is from Full USPTO retrosynthesis dataset with 1.9M reactions from patents (1976-2016). The task is: Predict the reactants needed to synthesize the given product. (1) Given the product [F:1][C:2]1[CH:3]=[C:4]([CH:8]=[CH:9][C:10]=1[CH:11]([O:13][C:14]1[CH:19]=[CH:18][CH:17]=[CH:16][CH:15]=1)[CH3:12])[C:5]([NH:49][CH2:50][C:51]1[C:52]([OH:59])=[N:53][C:54]([CH3:58])=[CH:55][C:56]=1[CH3:57])=[O:7], predict the reactants needed to synthesize it. The reactants are: [F:1][C:2]1[CH:3]=[C:4]([CH:8]=[CH:9][C:10]=1[CH:11]([O:13][C:14]1[CH:19]=[CH:18][CH:17]=[CH:16][CH:15]=1)[CH3:12])[C:5]([OH:7])=O.ON1C2C=CC=CC=2N=N1.Cl.CN(C)CCCN=C=NCC.C(N(CC)CC)C.[NH2:49][CH2:50][C:51]1[C:52]([OH:59])=[N:53][C:54]([CH3:58])=[CH:55][C:56]=1[CH3:57]. (2) Given the product [OH:35][C:29]([CH2:30][OH:31])([CH2:36][OH:37])[CH2:28][CH2:27][C:24]1[CH:25]=[CH:26][C:21]([C@H:9]2[N:10]([C:13]3[CH:18]=[CH:17][C:16]([CH2:19][CH2:20][C:49]4[N:53]=[C:52]([CH2:54][OH:55])[NH:51][N:50]=4)=[CH:15][CH:14]=3)[C:11](=[O:12])[C@@H:8]2[CH2:7][CH2:6][C@@H:5]([C:41]2[CH:46]=[CH:45][C:44]([F:47])=[CH:43][CH:42]=2)[OH:4])=[CH:22][CH:23]=1, predict the reactants needed to synthesize it. The reactants are: C([O:4][C@H:5]([C:41]1[CH:46]=[CH:45][C:44]([F:47])=[CH:43][CH:42]=1)[CH2:6][CH2:7][C@H:8]1[C:11](=[O:12])[N:10]([C:13]2[CH:18]=[CH:17][C:16]([C:19]#[CH:20])=[CH:15][CH:14]=2)[C@@H:9]1[C:21]1[CH:26]=[CH:25][C:24]([C:27]#[C:28][C:29]([CH2:36][O:37]C(=O)C)([OH:35])[CH2:30][O:31]C(=O)C)=[CH:23][CH:22]=1)(=O)C.I[C:49]1[N:53]=[C:52]([CH2:54][OH:55])[N:51](C(C2C=CC=CC=2)(C2C=CC=CC=2)C2C=CC=CC=2)[N:50]=1. (3) Given the product [F:42][C:2]([F:1])([F:41])[C:3]1[CH:4]=[C:5]([C@H:13]2[O:17][C:16](=[O:18])[N:15]([CH2:19][C:20]3[CH:25]=[C:24]([C:26]([F:28])([F:29])[F:27])[CH:23]=[CH:22][C:21]=3[C:30]3[CH:35]=[C:34]([S:36]([CH3:37])=[O:51])[CH:33]=[CH:32][C:31]=3[O:38][CH3:39])[C@H:14]2[CH3:40])[CH:6]=[C:7]([C:9]([F:12])([F:11])[F:10])[CH:8]=1, predict the reactants needed to synthesize it. The reactants are: [F:1][C:2]([F:42])([F:41])[C:3]1[CH:4]=[C:5]([C@H:13]2[O:17][C:16](=[O:18])[N:15]([CH2:19][C:20]3[CH:25]=[C:24]([C:26]([F:29])([F:28])[F:27])[CH:23]=[CH:22][C:21]=3[C:30]3[CH:35]=[C:34]([S:36][CH3:37])[CH:33]=[CH:32][C:31]=3[O:38][CH3:39])[C@H:14]2[CH3:40])[CH:6]=[C:7]([C:9]([F:12])([F:11])[F:10])[CH:8]=1.C1C=C(Cl)C=C(C(OO)=[O:51])C=1. (4) Given the product [N:1]1([C:13]2[CH:18]=[CH:17][C:16]([N+:19]([O-:21])=[O:20])=[CH:15][CH:14]=2)[CH2:6][CH2:5][O:4][CH2:3][C:2]1=[O:7], predict the reactants needed to synthesize it. The reactants are: [NH:1]1[CH2:6][CH2:5][O:4][CH2:3][C:2]1=[O:7].[H-].[Na+].[H][H].F[C:13]1[CH:18]=[CH:17][C:16]([N+:19]([O-:21])=[O:20])=[CH:15][CH:14]=1. (5) Given the product [C:1]([O:5][C:6](=[O:19])[NH:7][C@H:8]([CH2:9][C:10]1[CH:15]=[CH:14][CH:13]=[CH:12][CH:11]=1)[C@@H:16]([OH:17])[CH2:18][NH:21][CH3:20])([CH3:4])([CH3:3])[CH3:2], predict the reactants needed to synthesize it. The reactants are: [C:1]([O:5][C:6](=[O:19])[NH:7][C@@H:8]([C@@H:16]1[CH2:18][O:17]1)[CH2:9][C:10]1[CH:15]=[CH:14][CH:13]=[CH:12][CH:11]=1)([CH3:4])([CH3:3])[CH3:2].[CH3:20][NH2:21].